Dataset: Reaction yield outcomes from USPTO patents with 853,638 reactions. Task: Predict the reaction yield, written as a fraction of the theoretical maximum amount of product (1.0 means a 100% yield; for example, 0.34 means a 34% yield). (1) The reactants are Cl.[NH2:2][C:3]1[CH:9]=[CH:8][C:6]([OH:7])=[CH:5][C:4]=1[OH:10].C([O-])(=O)C.[Na+].[C:16](OCC)(OCC)(OCC)[O:17][CH2:18][CH3:19]. The catalyst is C(O)C. The product is [CH2:18]([O:17][C:16]1[O:10][C:4]2[CH:5]=[C:6]([OH:7])[CH:8]=[CH:9][C:3]=2[N:2]=1)[CH3:19]. The yield is 0.600. (2) The reactants are [CH3:1][O:2][C:3]1[CH:8]=[CH:7][C:6]([C:9]2[C:17]3[O:16][CH:15]=[CH:14][C:13]=3[CH:12]=[C:11]([CH3:18])[CH:10]=2)=[CH:5][CH:4]=1.C1C(=O)N(Br)C(=[O:22])C1.OP([O-])([O-])=O.[K+].[K+]. The catalyst is C(Cl)(Cl)(Cl)Cl.CC(N=NC(C#N)(C)C)(C#N)C. The product is [CH3:1][O:2][C:3]1[CH:4]=[CH:5][C:6]([C:9]2[C:17]3[O:16][CH:15]=[CH:14][C:13]=3[CH:12]=[C:11]([CH:18]=[O:22])[CH:10]=2)=[CH:7][CH:8]=1. The yield is 0.670. (3) The reactants are [Si:1]([O:18][CH2:19][CH2:20][CH:21]1[CH2:24][CH:23]([OH:25])[CH2:22]1)([C:14]([CH3:17])([CH3:16])[CH3:15])([C:8]1[CH:13]=[CH:12][CH:11]=[CH:10][CH:9]=1)[C:2]1[CH:7]=[CH:6][CH:5]=[CH:4][CH:3]=1.[O:26]1[CH:31]=[CH:30][CH2:29][CH2:28][CH2:27]1.N1C=CC=CC=1.C1(C)C=CC(S(O)(=O)=O)=CC=1. The catalyst is O1CCCC1. The product is [C:14]([Si:1]([C:8]1[CH:13]=[CH:12][CH:11]=[CH:10][CH:9]=1)([C:2]1[CH:3]=[CH:4][CH:5]=[CH:6][CH:7]=1)[O:18][CH2:19][CH2:20][CH:21]1[CH2:24][CH:23]([O:25][CH:27]2[CH2:28][CH2:29][CH2:30][CH2:31][O:26]2)[CH2:22]1)([CH3:17])([CH3:15])[CH3:16]. The yield is 1.05. (4) The reactants are Br[C:2]1[CH:11]=[CH:10][C:9]2[C:4](=[CH:5][CH:6]=[C:7]([Br:12])[CH:8]=2)[CH:3]=1.[C:13]1([C:22]2[CH:27]=[CH:26][CH:25]=[CH:24][CH:23]=2)[CH:18]=[CH:17][CH:16]=[C:15](B(O)O)[CH:14]=1.C(=O)([O-])[O-].[Na+].[Na+]. The catalyst is C1C=CC([P]([Pd]([P](C2C=CC=CC=2)(C2C=CC=CC=2)C2C=CC=CC=2)([P](C2C=CC=CC=2)(C2C=CC=CC=2)C2C=CC=CC=2)[P](C2C=CC=CC=2)(C2C=CC=CC=2)C2C=CC=CC=2)(C2C=CC=CC=2)C2C=CC=CC=2)=CC=1.C1(C)C=CC=CC=1. The product is [C:13]1([C:22]2[CH:23]=[CH:24][CH:25]=[CH:26][CH:27]=2)[CH:18]=[CH:17][CH:16]=[C:15]([C:2]2[CH:11]=[CH:10][C:9]3[C:4](=[CH:5][CH:6]=[C:7]([Br:12])[CH:8]=3)[CH:3]=2)[CH:14]=1. The yield is 0.510. (5) The reactants are [N:1]1[C:6]([CH3:7])=[CH:5][CH:4]=[CH:3][C:2]=1[CH3:8].[Li]CCCC.[N:14]1[C:23]2[C:18](=[CH:19][C:20]([C:24](OC)=[O:25])=[CH:21][CH:22]=2)[CH:17]=[CH:16][CH:15]=1.C1C[O:31]CC1. No catalyst specified. The product is [CH3:7][C:6]1[N:1]=[C:2]([C:8](=[O:31])[C:24]([C:20]2[CH:19]=[C:18]3[C:23](=[CH:22][CH:21]=2)[N:14]=[CH:15][CH:16]=[CH:17]3)=[O:25])[CH:3]=[CH:4][CH:5]=1. The yield is 0.460. (6) The reactants are O1CCBN1.B.C1COCC1.[Cl:12][C:13]1[CH:14]=[C:15]([C:20](=[O:22])[CH3:21])[CH:16]=[C:17]([F:19])[CH:18]=1. The catalyst is O1CCCC1. The product is [Cl:12][C:13]1[CH:14]=[C:15]([C@@H:20]([OH:22])[CH3:21])[CH:16]=[C:17]([F:19])[CH:18]=1. The yield is 0.890. (7) The reactants are [OH:1][C@@H:2]([C@H:4]1[C:10](=[O:11])[N:9]2[C@@H:5]1[CH2:6][C:7]([C:15]1[CH:16]=[C:17]3[C:21](=[CH:22][CH:23]=1)[NH:20][C:19](=[O:24])[CH2:18]3)=[C:8]2[C:12]([O-:14])=[O:13])[CH3:3].[Na+].[C:26]([O:32][CH2:33]I)(=[O:31])[C:27]([CH3:30])([CH3:29])[CH3:28].C(OCC)(=O)C. The catalyst is CN(C=O)C. The product is [OH:1][C@@H:2]([C@H:4]1[C:10](=[O:11])[N:9]2[C@@H:5]1[CH2:6][C:7]([C:15]1[CH:16]=[C:17]3[C:21](=[CH:22][CH:23]=1)[NH:20][C:19](=[O:24])[CH2:18]3)=[C:8]2[C:12]([O:14][CH2:33][O:32][C:26](=[O:31])[C:27]([CH3:30])([CH3:29])[CH3:28])=[O:13])[CH3:3]. The yield is 0.690. (8) The reactants are [F:1][C:2]1[CH:7]=[CH:6][C:5]([CH:8]2[N:12]([S:13]([C:16]3[CH:21]=[CH:20][C:19]([CH3:22])=[CH:18][CH:17]=3)(=[O:15])=[O:14])[CH:11]([CH2:23][CH2:24][CH2:25][C:26]([NH2:28])=[NH:27])[CH2:10][CH2:9]2)=[CH:4][CH:3]=1. The catalyst is CC(=O)CC(=O)C. The product is [F:1][C:2]1[CH:7]=[CH:6][C:5]([CH:8]2[N:12]([S:13]([C:16]3[CH:21]=[CH:20][C:19]([CH3:22])=[CH:18][CH:17]=3)(=[O:14])=[O:15])[CH:11]([CH2:23][CH2:24][CH2:25][C:26]3[N:28]=[C:7]([CH3:6])[CH:2]=[C:3]([CH3:4])[N:27]=3)[CH2:10][CH2:9]2)=[CH:4][CH:3]=1. The yield is 0.380. (9) The reactants are CO[C:3](=[O:24])[C:4]1[CH:9]=[CH:8][C:7]([O:10][CH2:11][C:12]2[C:13]([C:17]3[CH:22]=[CH:21][C:20]([F:23])=[CH:19][CH:18]=3)=[N:14][O:15][CH:16]=2)=[N:6][CH:5]=1.[CH:25]1([NH2:28])[CH2:27][CH2:26]1. The product is [CH:25]1([NH:28][C:3](=[O:24])[C:4]2[CH:9]=[CH:8][C:7]([O:10][CH2:11][C:12]3[C:13]([C:17]4[CH:18]=[CH:19][C:20]([F:23])=[CH:21][CH:22]=4)=[N:14][O:15][CH:16]=3)=[N:6][CH:5]=2)[CH2:27][CH2:26]1. The yield is 0.280. No catalyst specified.